This data is from Reaction yield outcomes from USPTO patents with 853,638 reactions. The task is: Predict the reaction yield, written as a fraction of the theoretical maximum amount of product (1.0 means a 100% yield; for example, 0.34 means a 34% yield). (1) The reactants are [C:1]([O:5][C:6]([NH:8][CH2:9][CH:10]([C:12]1[CH:20]=[CH:19][C:15]([C:16]([OH:18])=O)=[CH:14][N:13]=1)[OH:11])=[O:7])([CH3:4])([CH3:3])[CH3:2].C(N(C(C)C)CC)(C)C.F[B-](F)(F)F.N1(OC(=[N+](C)C)N(C)C)C2C=CC=CC=2N=N1.[CH2:52]([NH2:59])[C:53]1[CH:58]=[CH:57][CH:56]=[CH:55][CH:54]=1. The catalyst is CCOC(C)=O.CN(C=O)C. The product is [C:1]([O:5][C:6](=[O:7])[NH:8][CH2:9][CH:10]([C:12]1[CH:20]=[CH:19][C:15]([C:16](=[O:18])[NH:59][CH2:52][C:53]2[CH:58]=[CH:57][CH:56]=[CH:55][CH:54]=2)=[CH:14][N:13]=1)[OH:11])([CH3:2])([CH3:3])[CH3:4]. The yield is 0.279. (2) The reactants are [Cl:1][C:2]1[CH:3]=[C:4]([CH:10]([O:34]C)[CH2:11][NH:12][C:13]2[CH:18]=[CH:17][NH:16][C:15](=[O:19])[C:14]=2[C:20]2[NH:21][C:22]3[CH:28]=[C:27]([C:29]([NH:31][CH3:32])=[NH:30])[CH:26]=[C:25]([CH3:33])[C:23]=3[N:24]=2)[CH:5]=[CH:6][C:7]=1[O:8][CH3:9].[OH-].[Na+]. The catalyst is CO. The product is [Cl:1][C:2]1[CH:3]=[C:4]([CH:10]([OH:34])[CH2:11][NH:12][C:13]2[CH:18]=[CH:17][NH:16][C:15](=[O:19])[C:14]=2[C:20]2[NH:21][C:22]3[CH:28]=[C:27]([C:29]([NH:31][CH3:32])=[NH:30])[CH:26]=[C:25]([CH3:33])[C:23]=3[N:24]=2)[CH:5]=[CH:6][C:7]=1[O:8][CH3:9]. The yield is 0.190. (3) The reactants are [NH:1]1[C:9]2[C:4](=[CH:5][CH:6]=[CH:7][N:8]=2)[CH:3]=[CH:2]1.[CH3:10]C1C2C(=CC=CC=2)NC=1. No catalyst specified. The product is [CH3:10][N:1]1[C:9]2=[N:8][CH:7]=[CH:6][CH:5]=[C:4]2[CH:3]=[CH:2]1. The yield is 0.580.